Task: Predict the reactants needed to synthesize the given product.. Dataset: Full USPTO retrosynthesis dataset with 1.9M reactions from patents (1976-2016) (1) The reactants are: [Cl:1][C:2]1[CH:7]=[C:6]([Cl:8])[CH:5]=[CH:4][C:3]=1[NH:9][NH2:10].[C:11]([O:16][CH2:17][CH3:18])(=[O:15])[C:12]([CH3:14])=O.C(O)(=O)C. Given the product [Cl:1][C:2]1[CH:7]=[C:6]([Cl:8])[CH:5]=[CH:4][C:3]=1[NH:9][N:10]=[C:12]([CH3:14])[C:11]([O:16][CH2:17][CH3:18])=[O:15], predict the reactants needed to synthesize it. (2) The reactants are: [CH3:1][N:2]1[CH:6]=[CH:5][C:4](B2OC(C)(C)C(C)(C)O2)=[N:3]1.P([O-])([O-])([O-])=O.[K+].[K+].[K+].C(#N)C.Br[C:28]1[CH:37]=[CH:36][C:31]([C:32]([O:34][CH3:35])=[O:33])=[CH:30][C:29]=1[O:38][CH2:39][CH3:40]. Given the product [CH2:39]([O:38][C:29]1[CH:30]=[C:31]([CH:36]=[CH:37][C:28]=1[C:5]1[CH:4]=[N:3][N:2]([CH3:1])[CH:6]=1)[C:32]([O:34][CH3:35])=[O:33])[CH3:40], predict the reactants needed to synthesize it. (3) Given the product [CH3:11][C:10]1[S:12][C:2]2[C:3](=[O:9])[CH2:4][CH2:5][CH2:6][C:7]=2[N:13]=1, predict the reactants needed to synthesize it. The reactants are: Br[CH:2]1[C:7](=O)[CH2:6][CH2:5][CH2:4][C:3]1=[O:9].[C:10]([NH2:13])(=[S:12])[CH3:11].[Na+].[Cl-]. (4) Given the product [C:22]([NH:26][C:2]1[N:3]=[C:4]2[CH:12]=[CH:11][N:10]=[CH:9][C:5]2=[N:6][C:7]=1[Cl:8])([CH3:25])([CH3:24])[CH3:23], predict the reactants needed to synthesize it. The reactants are: Cl[C:2]1[N:3]=[C:4]2[CH:12]=[CH:11][N:10]=[CH:9][C:5]2=[N:6][C:7]=1[Cl:8].CCN(C(C)C)C(C)C.[C:22]([NH2:26])([CH3:25])([CH3:24])[CH3:23].[NH4+].[Cl-].